This data is from Full USPTO retrosynthesis dataset with 1.9M reactions from patents (1976-2016). The task is: Predict the reactants needed to synthesize the given product. (1) Given the product [P:4]([CH2:9][CH2:10][CH2:11][CH2:12][CH2:13][CH2:14][CH2:15][CH2:16][CH2:17][CH2:18][CH2:19][CH2:20][CH2:21][CH2:22][CH2:23][CH2:24][CH2:25][CH2:26][CH2:27][CH2:28][CH2:29][CH2:30][C:31]([F:42])([F:43])[C:32]([F:40])([F:41])[C:33]([F:38])([F:39])[C:34]([F:35])([F:36])[F:37])([OH:6])([OH:5])=[O:3], predict the reactants needed to synthesize it. The reactants are: C([O:3][P:4]([CH2:9][CH2:10][CH2:11][CH2:12][CH2:13][CH2:14][CH2:15][CH2:16][CH2:17][CH2:18][CH2:19][CH2:20][CH2:21][CH2:22][CH2:23][CH2:24][CH2:25][CH2:26][CH2:27][CH2:28][CH2:29][CH2:30][C:31]([F:43])([F:42])[C:32]([F:41])([F:40])[C:33]([F:39])([F:38])[C:34]([F:37])([F:36])[F:35])([O:6]CC)=[O:5])C.Br[Si](C)(C)C. (2) Given the product [Br:1][C:2]1[CH:7]=[CH:6][C:5]([C:8]2[C:19](=[O:20])[N:18]([CH2:21][CH3:22])[C:11]3[N:12]=[C:13]([S:16]([CH3:17])=[O:32])[N:14]=[CH:15][C:10]=3[CH:9]=2)=[C:4]([Cl:23])[CH:3]=1, predict the reactants needed to synthesize it. The reactants are: [Br:1][C:2]1[CH:7]=[CH:6][C:5]([C:8]2[C:19](=[O:20])[N:18]([CH2:21][CH3:22])[C:11]3[N:12]=[C:13]([S:16][CH3:17])[N:14]=[CH:15][C:10]=3[CH:9]=2)=[C:4]([Cl:23])[CH:3]=1.ClC1C=CC=C(C(OO)=[O:32])C=1.